This data is from Experimentally validated miRNA-target interactions with 360,000+ pairs, plus equal number of negative samples. The task is: Binary Classification. Given a miRNA mature sequence and a target amino acid sequence, predict their likelihood of interaction. The miRNA is hsa-miR-1277-5p with sequence AAAUAUAUAUAUAUAUGUACGUAU. The protein sequence of the target gene is MVHSSMGAPEIRMSKPLEAEKQGLDSPSEHTDTERNGPDTNHQNPQNKTSPFSVSPTGPSTKIKAEDPSGDSAPAAPLPPQPAQPHLPQAQLMLTGSQLAGDIQQLLQLQQLVLVPGHHLQPPAQFLLPQAQQSQPGLLPTPNLFQLPQQTQGALLTSQPRAGLPTQAVTRPTLPDPHLSHPQPPKCLEPPSHPEEPSDLEELEQFARTFKQRRIKLGFTQGDVGLAMGKLYGNDFSQTTISRFEALNLSFKNMCKLKPLLEKWLNDAETMSVDSSLPSPNQLSSPSLGFDGLPGRRRKK.... Result: 1 (interaction).